Dataset: Catalyst prediction with 721,799 reactions and 888 catalyst types from USPTO. Task: Predict which catalyst facilitates the given reaction. (1) Reactant: [Br:1][C:2]1[CH:21]=[CH:20][C:5]2[NH:6][C:7]([C:9]3[CH:14]=[CH:13][C:12]([C:15]4[O:19][CH:18]=[N:17][CH:16]=4)=[CH:11][CH:10]=3)=[N:8][C:4]=2[CH:3]=1.C(=O)([O-])[O-].[K+].[K+].[C:28](O[C:28]([O:30][C:31]([CH3:34])([CH3:33])[CH3:32])=[O:29])([O:30][C:31]([CH3:34])([CH3:33])[CH3:32])=[O:29]. Product: [Br:1][C:2]1[CH:21]=[CH:20][C:5]2[N:6]([C:28]([O:30][C:31]([CH3:34])([CH3:33])[CH3:32])=[O:29])[C:7]([C:9]3[CH:14]=[CH:13][C:12]([C:15]4[O:19][CH:18]=[N:17][CH:16]=4)=[CH:11][CH:10]=3)=[N:8][C:4]=2[CH:3]=1. The catalyst class is: 9. (2) Reactant: Cl.Cl.[NH2:3][C:4]1[CH:5]=[CH:6][C:7]([N:11]2[CH2:16][CH2:15][CH2:14][C@@H:13]([C:17]([N:19]3[CH2:23][CH2:22][CH2:21][CH2:20]3)=[O:18])[CH2:12]2)=[N:8][C:9]=1[NH2:10].C(O)(=O)C.C(N(CC)CC)C.Cl.C(O[C:39](=N)[C:40]1[CH:41]=[C:42]([CH:48]=[C:49]([CH2:51][CH3:52])[N:50]=1)[C:43]([O:45][CH2:46][CH3:47])=[O:44])C. Product: [CH2:51]([C:49]1[CH:48]=[C:42]([CH:41]=[C:40]([C:39]2[NH:10][C:9]3=[N:8][C:7]([N:11]4[CH2:16][CH2:15][CH2:14][C@@H:13]([C:17]([N:19]5[CH2:23][CH2:22][CH2:21][CH2:20]5)=[O:18])[CH2:12]4)=[CH:6][CH:5]=[C:4]3[N:3]=2)[N:50]=1)[C:43]([O:45][CH2:46][CH3:47])=[O:44])[CH3:52]. The catalyst class is: 8. (3) Reactant: [CH3:1][O:2][C:3]([C:5]1[C:6]([OH:24])=[C:7]2[C:12](=[CH:13][N:14]=1)[N:11]([CH2:15][C:16]1[CH:21]=[CH:20][CH:19]=[CH:18][CH:17]=1)[C:10](=[O:22])[C:9](Br)=[CH:8]2)=[O:4].C([Sn](CCCC)(CCCC)[C:30]1[CH:35]=[CH:34][CH:33]=[C:32]([C:36]([F:39])([F:38])[F:37])[CH:31]=1)CCC.CCOC(C)=O.Cl. Product: [CH3:1][O:2][C:3]([C:5]1[C:6]([OH:24])=[C:7]2[C:12](=[CH:13][N:14]=1)[N:11]([CH2:15][C:16]1[CH:21]=[CH:20][CH:19]=[CH:18][CH:17]=1)[C:10](=[O:22])[C:9]([C:30]1[CH:35]=[CH:34][CH:33]=[C:32]([C:36]([F:39])([F:38])[F:37])[CH:31]=1)=[CH:8]2)=[O:4]. The catalyst class is: 510. (4) Reactant: [Br:1][C:2]1[CH:7]=[CH:6][C:5]([C:8]2[CH2:12][CH:11]([CH2:13]OS(C)(=O)=O)[O:10][N:9]=2)=[CH:4][C:3]=1[F:19].[N-:20]=[N+:21]=[N-:22].[Na+].[Cl-].[Na+]. Product: [N:20]([CH2:13][CH:11]1[O:10][N:9]=[C:8]([C:5]2[CH:6]=[CH:7][C:2]([Br:1])=[C:3]([F:19])[CH:4]=2)[CH2:12]1)=[N+:21]=[N-:22]. The catalyst class is: 9. (5) Reactant: C[O:2][C:3](=O)[CH:4]([C:26]1[CH:31]=[CH:30][CH:29]=[CH:28][C:27]=1[O:32][CH3:33])[CH2:5][C:6]1[C:7]([NH:19][C:20]2[CH:25]=[CH:24][CH:23]=[CH:22][CH:21]=2)=[N:8][C:9]([NH:12][C:13]2[CH:18]=[CH:17][CH:16]=[CH:15][CH:14]=2)=[N:10][CH:11]=1.S(=O)(=O)(O)O. Product: [CH3:33][O:32][C:27]1[CH:28]=[CH:29][CH:30]=[CH:31][C:26]=1[CH:4]1[C:3](=[O:2])[N:19]([C:20]2[CH:25]=[CH:24][CH:23]=[CH:22][CH:21]=2)[C:7]2[N:8]=[C:9]([NH:12][C:13]3[CH:18]=[CH:17][CH:16]=[CH:15][CH:14]=3)[N:10]=[CH:11][C:6]=2[CH2:5]1. The catalyst class is: 342. (6) Reactant: O[CH2:2][CH2:3][O:4][C:5]1[C:10]([CH3:11])=[CH:9][C:8]([C:12]2[NH:21][C:20](=[O:22])[C:19]3[C:14](=[C:15]([O:23][CH3:24])[CH:16]=[CH:17][CH:18]=3)[N:13]=2)=[CH:7][C:6]=1[CH3:25].C1C=CC(P(C2C=CC=CC=2)C2C=CC=CC=2)=CC=1.C(Br)(Br)(Br)[Br:46]. Product: [Br:46][CH2:2][CH2:3][O:4][C:5]1[C:10]([CH3:11])=[CH:9][C:8]([C:12]2[NH:21][C:20](=[O:22])[C:19]3[C:14](=[C:15]([O:23][CH3:24])[CH:16]=[CH:17][CH:18]=3)[N:13]=2)=[CH:7][C:6]=1[CH3:25]. The catalyst class is: 3.